Predict the product of the given reaction. From a dataset of Forward reaction prediction with 1.9M reactions from USPTO patents (1976-2016). (1) Given the reactants [Cl:1][C:2]1[CH:7]=[CH:6][C:5]([C:8]2[C:12]([C:13]([O:15]CC)=[O:14])=[C:11]([C:18]([O:20]CC)=[O:19])[S:10][N:9]=2)=[CH:4][CH:3]=1.[OH-].[Na+].Cl, predict the reaction product. The product is: [Cl:1][C:2]1[CH:3]=[CH:4][C:5]([C:8]2[C:12]([C:13]([OH:15])=[O:14])=[C:11]([C:18]([OH:20])=[O:19])[S:10][N:9]=2)=[CH:6][CH:7]=1. (2) Given the reactants [C:1]([O:5][C:6](=[O:37])[N:7]([CH2:12][C:13]1[N:17]([CH3:18])[C:16]([C:19]2[S:27][C:26]3[C:21](=[N:22][CH:23]=[CH:24][C:25]=3[O:28][C:29]3[CH:34]=[CH:33][C:32]([NH2:35])=[CH:31][C:30]=3[F:36])[CH:20]=2)=[N:15][CH:14]=1)[CH2:8][CH2:9][O:10][CH3:11])([CH3:4])([CH3:3])[CH3:2].ClC(Cl)(O[C:42](=[O:48])OC(Cl)(Cl)Cl)Cl.CC[N:52]([CH:56]([CH3:58])[CH3:57])C(C)C.C1(N)CC1, predict the reaction product. The product is: [C:1]([O:5][C:6](=[O:37])[N:7]([CH2:12][C:13]1[N:17]([CH3:18])[C:16]([C:19]2[S:27][C:26]3[C:21](=[N:22][CH:23]=[CH:24][C:25]=3[O:28][C:29]3[CH:34]=[CH:33][C:32]([NH:35][C:42]([NH:52][CH:56]4[CH2:58][CH2:57]4)=[O:48])=[CH:31][C:30]=3[F:36])[CH:20]=2)=[N:15][CH:14]=1)[CH2:8][CH2:9][O:10][CH3:11])([CH3:4])([CH3:2])[CH3:3]. (3) Given the reactants [C:1]([O:5][C:6]([N:8]1[CH2:13][CH2:12][CH:11]([CH2:14][CH2:15][N:16]2[CH2:21][CH2:20][N:19]([C:22]3[CH:27]=[CH:26][C:25]([C:28]([NH:30][NH2:31])=[O:29])=[CH:24][CH:23]=3)[CH2:18][CH2:17]2)[CH2:10][CH2:9]1)=[O:7])([CH3:4])([CH3:3])[CH3:2].CCN(C(C)C)C(C)C.[C:41](Cl)(=[O:44])[CH2:42]C, predict the reaction product. The product is: [C:1]([O:5][C:6]([N:8]1[CH2:13][CH2:12][CH:11]([CH2:14][CH2:15][N:16]2[CH2:17][CH2:18][N:19]([C:22]3[CH:23]=[CH:24][C:25]([C:28]([NH:30][NH:31][C:41](=[O:44])[CH3:42])=[O:29])=[CH:26][CH:27]=3)[CH2:20][CH2:21]2)[CH2:10][CH2:9]1)=[O:7])([CH3:4])([CH3:2])[CH3:3].